Predict the reaction yield, written as a fraction of the theoretical maximum amount of product (1.0 means a 100% yield; for example, 0.34 means a 34% yield). From a dataset of Reaction yield outcomes from USPTO patents with 853,638 reactions. (1) The reactants are [C:1]([C:5]1[CH:23]=[CH:22][C:8]([C:9]([NH:11][C:12]2[N:13]=[C:14]3[CH:19]=[CH:18][C:17](I)=[N:16][N:15]3[CH:21]=2)=[O:10])=[CH:7][CH:6]=1)([CH3:4])([CH3:3])[CH3:2].N1CCC[C@H]1C(O)=O.[N:32]1[CH:37]=[CH:36][C:35]([CH2:38][NH2:39])=[CH:34][CH:33]=1.C(=O)([O-])[O-].[K+].[K+]. The catalyst is O1CCCC1.C(OCC)(=O)C.CS(C)=O. The product is [C:1]([C:5]1[CH:23]=[CH:22][C:8]([C:9]([NH:11][C:12]2[N:13]=[C:14]3[CH:19]=[CH:18][C:17]([NH:39][CH2:38][C:35]4[CH:36]=[CH:37][N:32]=[CH:33][CH:34]=4)=[N:16][N:15]3[CH:21]=2)=[O:10])=[CH:7][CH:6]=1)([CH3:4])([CH3:3])[CH3:2]. The yield is 0.420. (2) No catalyst specified. The product is [OH:1][C@@:2]1([C:9]#[C:10][C:11]2[CH:12]=[CH:13][C:14]([C:17]3[C:18]4[N:19]([CH:26]=[CH:27][N:28]=4)[CH:20]=[C:21]([C:23]([NH2:29])=[O:25])[N:22]=3)=[CH:15][CH:16]=2)[CH2:6][CH2:5][N:4]([CH3:7])[C:3]1=[O:8]. The reactants are [OH:1][C@@:2]1([C:9]#[C:10][C:11]2[CH:16]=[CH:15][C:14]([C:17]3[C:18]4[N:19]([CH:26]=[CH:27][N:28]=4)[CH:20]=[C:21]([C:23]([O-:25])=O)[N:22]=3)=[CH:13][CH:12]=2)[CH2:6][CH2:5][N:4]([CH3:7])[C:3]1=[O:8].[NH3:29]. The yield is 0.410. (3) The reactants are C(OC(=O)[NH:7][C:8]1[CH:13]=[CH:12][C:11]([Cl:14])=[C:10]([OH:15])[CH:9]=1)(C)(C)C.[CH3:17][N:18]1[CH2:22][CH2:21][C@H:20](O)[CH2:19]1.C1(P(C2C=CC=CC=2)C2C=CC=CC=2)C=CC=CC=1.CC(OC(/N=N/C(OC(C)C)=O)=O)C. The catalyst is C1COCC1. The product is [Cl:14][C:11]1[CH:12]=[CH:13][C:8]([NH2:7])=[CH:9][C:10]=1[O:15][C@@H:20]1[CH2:21][CH2:22][N:18]([CH3:17])[CH2:19]1. The yield is 0.800. (4) The reactants are [OH-].[K+].[Br:3][C:4]1[CH:5]=[C:6]2[C:10](=[CH:11][CH:12]=1)[NH:9][N:8]=[CH:7]2.[I:13]I. The catalyst is CN(C=O)C. The product is [Br:3][C:4]1[CH:5]=[C:6]2[C:10](=[CH:11][CH:12]=1)[NH:9][N:8]=[C:7]2[I:13]. The yield is 0.900.